From a dataset of Blood-brain barrier penetration binary classification data from Martins et al.. Regression/Classification. Given a drug SMILES string, predict its absorption, distribution, metabolism, or excretion properties. Task type varies by dataset: regression for continuous measurements (e.g., permeability, clearance, half-life) or binary classification for categorical outcomes (e.g., BBB penetration, CYP inhibition). Dataset: bbb_martins. The molecule is CC1(C)S[C@@H]2[C@H](NC(=O)[C@H](N)C3=CCC=CC3)C(=O)N2[C@H]1C(=O)O. The result is 0 (does not penetrate BBB).